From a dataset of Forward reaction prediction with 1.9M reactions from USPTO patents (1976-2016). Predict the product of the given reaction. Given the reactants [C:1]1(C)C=CC=CC=1.C(=O)([O-])[O-].[K+].[K+].C(O)C.[CH2:17]([C:19]1[CH:39]=[CH:38][C:22]([C:23]([C:25]2[C:35]([OH:36])=[CH:34][C:28]([C:29]([O:31][CH2:32][CH3:33])=[O:30])=[CH:27][C:26]=2[F:37])=[O:24])=[CH:21][CH:20]=1)[CH3:18], predict the reaction product. The product is: [CH:17]1([C:19]2[CH:20]=[CH:21][C:22]([C:23]([C:25]3[C:26]([F:37])=[CH:27][C:28]([C:29]([O:31][CH2:32][CH3:33])=[O:30])=[CH:34][C:35]=3[OH:36])=[O:24])=[CH:38][CH:39]=2)[CH2:1][CH2:18]1.